From a dataset of Reaction yield outcomes from USPTO patents with 853,638 reactions. Predict the reaction yield, written as a fraction of the theoretical maximum amount of product (1.0 means a 100% yield; for example, 0.34 means a 34% yield). (1) The reactants are [C:1](Cl)(Cl)=[O:2].N#N.[CH2:7]([C@H:9]1[CH2:13][NH:12][CH2:11][C@H:10]1[C:14]1[N:18]2[C:19]3[CH:25]=[CH:24][N:23]([S:26]([C:29]4[CH:35]=[CH:34][C:32]([CH3:33])=[CH:31][CH:30]=4)(=[O:28])=[O:27])[C:20]=3[N:21]=[CH:22][C:17]2=[N:16][N:15]=1)[CH3:8].Cl.[F:37][C:38]1([F:42])[CH2:41][NH:40][CH2:39]1.C(=O)(O)[O-].[Na+]. The catalyst is C(Cl)Cl. The product is [F:37][C:38]1([F:42])[CH2:41][N:40]([C:1]([N:12]2[CH2:11][C@H:10]([C:14]3[N:18]4[C:19]5[CH:25]=[CH:24][N:23]([S:26]([C:29]6[CH:30]=[CH:31][C:32]([CH3:33])=[CH:34][CH:35]=6)(=[O:28])=[O:27])[C:20]=5[N:21]=[CH:22][C:17]4=[N:16][N:15]=3)[C@H:9]([CH2:7][CH3:8])[CH2:13]2)=[O:2])[CH2:39]1. The yield is 0.650. (2) The reactants are COC1C=CC(C[O:8][C:9]2[C:14]([O:15][CH3:16])=[CH:13][C:12]([C:17]3[CH:22]=[CH:21][C:20]([N:23]([CH3:55])[CH2:24][CH2:25][CH2:26][N:27]([C:29]4[CH:30]=[CH:31][C:32]([C:35]5[CH:40]=[C:39]([O:41][CH3:42])[C:38]([O:43]CC6C=CC(OC)=CC=6)=[C:37]([O:53][CH3:54])[CH:36]=5)=[N:33][CH:34]=4)[CH3:28])=[CH:19][N:18]=3)=[CH:11][C:10]=2[O:56][CH3:57])=CC=1.FC(F)(F)C(O)=O. The catalyst is C(Cl)Cl. The product is [OH:8][C:9]1[C:14]([O:15][CH3:16])=[CH:13][C:12]([C:17]2[CH:22]=[CH:21][C:20]([N:23]([CH3:55])[CH2:24][CH2:25][CH2:26][N:27]([C:29]3[CH:30]=[CH:31][C:32]([C:35]4[CH:40]=[C:39]([O:41][CH3:42])[C:38]([OH:43])=[C:37]([O:53][CH3:54])[CH:36]=4)=[N:33][CH:34]=3)[CH3:28])=[CH:19][N:18]=2)=[CH:11][C:10]=1[O:56][CH3:57]. The yield is 0.860. (3) The reactants are [CH2:1]1[C:10]2[C:5](=[CH:6][CH:7]=[CH:8][CH:9]=2)[CH2:4][CH2:3][N:2]1[CH2:11][CH:12]([OH:28])[CH2:13][NH:14][C:15](=[O:27])[C:16]1[CH:21]=[CH:20][CH:19]=[C:18]([CH:22]2[CH2:26][CH2:25][CH2:24][NH:23]2)[CH:17]=1.C=O.[CH3:31]C(O)=O.[BH3-]C#N.[Na+]. The catalyst is CO. The product is [CH2:1]1[C:10]2[C:5](=[CH:6][CH:7]=[CH:8][CH:9]=2)[CH2:4][CH2:3][N:2]1[CH2:11][CH:12]([OH:28])[CH2:13][NH:14][C:15](=[O:27])[C:16]1[CH:21]=[CH:20][CH:19]=[C:18]([CH:22]2[CH2:26][CH2:25][CH2:24][N:23]2[CH3:31])[CH:17]=1. The yield is 0.168. (4) The reactants are [Si:1]([O:8][C@@H:9]1[C@@:26]2([CH3:27])[C:13](=[CH:14][CH:15]=[C:16]3[C@@H:25]2[CH2:24][CH2:23][C@@:21]2([CH3:22])[C@H:17]3[CH2:18][CH:19]=[C:20]2[CH2:28]O)[CH2:12][C@@H:11]([O:30][Si:31]([C:34]([CH3:37])([CH3:36])[CH3:35])([CH3:33])[CH3:32])[CH2:10]1)([C:4]([CH3:7])([CH3:6])[CH3:5])([CH3:3])[CH3:2].C(N(CC)CC)C.CS(Cl)(=O)=O.[C:50]([O-:53])(=[S:52])[CH3:51].[K+]. The catalyst is O1CCCC1.CS(C)=O.CCCCCC. The product is [C:50]([S:52][CH2:28][C:20]1[C@:21]2([CH2:23][CH2:24][C@H:25]3[C:16](=[CH:15][CH:14]=[C:13]4[C@:26]3([CH3:27])[C@@H:9]([O:8][Si:1]([C:4]([CH3:5])([CH3:6])[CH3:7])([CH3:2])[CH3:3])[CH2:10][C@H:11]([O:30][Si:31]([C:34]([CH3:37])([CH3:36])[CH3:35])([CH3:32])[CH3:33])[CH2:12]4)[C@@H:17]2[CH2:18][CH:19]=1)[CH3:22])(=[O:53])[CH3:51]. The yield is 0.880. (5) The reactants are O[C:2]1[CH:7]=[CH:6][C:5]([C:8]2[C:16]3[C:11](=[CH:12][CH:13]=[C:14]([C:17]#[N:18])[CH:15]=3)[N:10](C3CCCCO3)[N:9]=2)=[CH:4][CH:3]=1.C1(P(C2C=CC=CC=2)C2C=CC=CC=2)C=CC=CC=1.[CH3:44][N:45]([CH3:49])[CH2:46][CH2:47][OH:48].N(C(OCC)=O)=NC(OCC)=[O:53]. The catalyst is CCOC(C)=O. The product is [CH3:44][N:45]([CH3:49])[CH2:46][CH2:47][O:48][C:2]1[CH:7]=[CH:6][C:5]([C:8]2[C:16]3[C:11](=[CH:12][CH:13]=[C:14]([C:17]([NH2:18])=[O:53])[CH:15]=3)[NH:10][N:9]=2)=[CH:4][CH:3]=1. The yield is 0.214. (6) The reactants are [C:1]([NH:6][C:7]1[CH:8]=[C:9]([CH:13]2[CH2:18][CH2:17][N:16](C(OC(C)(C)C)=O)[CH2:15][CH2:14]2)[CH:10]=[CH:11][CH:12]=1)(=[O:5])[CH:2]([CH3:4])[CH3:3].Cl. The catalyst is O1CCOCC1. The product is [CH3:3][CH:2]([CH3:4])[C:1]([NH:6][C:7]1[CH:12]=[CH:11][CH:10]=[C:9]([CH:13]2[CH2:18][CH2:17][NH:16][CH2:15][CH2:14]2)[CH:8]=1)=[O:5]. The yield is 0.460. (7) The reactants are [NH2:1][C:2]1[CH:7]=[C:6]([O:8][C:9]2[C:14]([F:15])=[CH:13][C:12]([NH:16][C:17]([C:19]3([C:22]([NH:24][C:25]4[CH:30]=[CH:29][C:28]([F:31])=[CH:27][CH:26]=4)=[O:23])[CH2:21][CH2:20]3)=[O:18])=[C:11]([F:32])[CH:10]=2)[CH:5]=[CH:4][N:3]=1.[C:33]([CH2:35][C:36](O)=[O:37])#[N:34].CN(C(ON1N=NC2C=CC=NC1=2)=[N+](C)C)C.F[P-](F)(F)(F)(F)F.CCN(C(C)C)C(C)C. The catalyst is CN(C=O)C.C(OCC)(=O)C.O. The product is [C:33]([CH2:35][C:36]([NH:1][C:2]1[CH:7]=[C:6]([O:8][C:9]2[C:14]([F:15])=[CH:13][C:12]([NH:16][C:17]([C:19]3([C:22]([NH:24][C:25]4[CH:26]=[CH:27][C:28]([F:31])=[CH:29][CH:30]=4)=[O:23])[CH2:21][CH2:20]3)=[O:18])=[C:11]([F:32])[CH:10]=2)[CH:5]=[CH:4][N:3]=1)=[O:37])#[N:34]. The yield is 0.645. (8) The reactants are [ClH:1].O1CCOC[CH2:3]1.[NH:8]([C:10]1[CH:18]=[CH:17][C:13]([C:14]([OH:16])=[O:15])=[CH:12][CH:11]=1)[NH2:9]. The catalyst is CO. The product is [Cl-:1].[CH3:3][O:15][C:14]([C:13]1[CH:12]=[CH:11][C:10]([NH:8][NH3+:9])=[CH:18][CH:17]=1)=[O:16]. The yield is 0.820. (9) The reactants are CC1C=CC(S([O:11][CH2:12][CH2:13][O:14][CH:15]2[CH2:20][CH2:19][N:18](C(OCC3C=CC=CC=3)=O)[CH2:17][CH2:16]2)(=O)=O)=CC=1.[CH3:31][O:32][CH:33]1[CH2:37][O:36][CH2:35][CH:34]1O. No catalyst specified. The product is [CH3:31][O:32][C@H:33]1[CH2:37][O:36][CH2:35][C@H:34]1[O:11][CH2:12][CH2:13][O:14][CH:15]1[CH2:16][CH2:17][NH:18][CH2:19][CH2:20]1. The yield is 0.850.